Dataset: Forward reaction prediction with 1.9M reactions from USPTO patents (1976-2016). Task: Predict the product of the given reaction. (1) The product is: [CH3:43][N:44]([CH3:50])[S:45]([CH2:48][CH2:49][N:33]1[CH2:34][CH2:35][CH:30]([C:28]2[CH:27]=[CH:26][C:23]3[C:24]4[N:25]=[C:16]([C:15]5[N:11]([CH:8]([CH3:10])[CH3:9])[N:12]=[CH:13][N:14]=5)[S:17][C:18]=4[CH2:19][CH2:20][O:21][C:22]=3[CH:29]=2)[CH2:31][CH2:32]1)(=[O:47])=[O:46]. Given the reactants OC(C(F)(F)F)=O.[CH:8]([N:11]1[C:15]([C:16]2[S:17][C:18]3[CH2:19][CH2:20][O:21][C:22]4[CH:29]=[C:28]([CH:30]5[CH2:35][CH2:34][NH:33][CH2:32][CH2:31]5)[CH:27]=[CH:26][C:23]=4[C:24]=3[N:25]=2)=[N:14][CH:13]=[N:12]1)([CH3:10])[CH3:9].C(N(CC)CC)C.[CH3:43][N:44]([CH3:50])[S:45]([CH:48]=[CH2:49])(=[O:47])=[O:46], predict the reaction product. (2) Given the reactants [C:1]1([C:7]2[S:8][C:9]([NH:17][C:18]([NH2:20])=[O:19])=[C:10]([C:12](OCC)=[O:13])[N:11]=2)[CH:6]=[CH:5][CH:4]=[CH:3][CH:2]=1.[OH-].[Na+].Cl, predict the reaction product. The product is: [C:1]1([C:7]2[S:8][C:9]3[N:17]=[C:18]([OH:19])[N:20]=[C:12]([OH:13])[C:10]=3[N:11]=2)[CH:6]=[CH:5][CH:4]=[CH:3][CH:2]=1.